This data is from Full USPTO retrosynthesis dataset with 1.9M reactions from patents (1976-2016). The task is: Predict the reactants needed to synthesize the given product. Given the product [Br:1][C:2]1[CH:7]=[CH:6][C:5]([F:8])=[CH:4][C:3]=1[C:9]1[N:10]=[N:11][N:12]([CH3:16])[N:13]=1, predict the reactants needed to synthesize it. The reactants are: [Br:1][C:2]1[CH:7]=[CH:6][C:5]([F:8])=[CH:4][C:3]=1[C:9]1[NH:13][N:12]=[N:11][N:10]=1.CI.[C:16](=O)([O-])[O-].[K+].[K+].